Predict which catalyst facilitates the given reaction. From a dataset of Catalyst prediction with 721,799 reactions and 888 catalyst types from USPTO. (1) Reactant: [Br:1][C:2]1[CH:9]=[CH:8][C:5]([CH:6]=[O:7])=[C:4]([O:10][CH3:11])[CH:3]=1.[CH3:12][Mg]Br.[Cl-].[NH4+]. Product: [Br:1][C:2]1[CH:9]=[CH:8][C:5]([CH:6]([OH:7])[CH3:12])=[C:4]([O:10][CH3:11])[CH:3]=1. The catalyst class is: 1. (2) Reactant: C(NC(C)C)(C)C.[Li]CCCC.[Cl:13][C:14]1[CH:19]=[N:18][CH:17]=[C:16]([Cl:20])[N:15]=1.[C:21](=[O:23])=[O:22]. Product: [Cl:13][C:14]1[C:19]([C:21]([OH:23])=[O:22])=[N:18][CH:17]=[C:16]([Cl:20])[N:15]=1. The catalyst class is: 20. (3) Reactant: [CH3:1][C@:2]12[C@@:19]3([CH3:20])[CH:10]([C@:11]4([CH3:31])[C@@H:16]([CH2:17][CH2:18]3)[C:15]([CH3:22])([CH3:21])[C:14](OS(C(F)(F)F)(=O)=O)=[CH:13][CH2:12]4)[CH2:9][CH2:8][C@@H:7]1[C@H:6]1[C@H:32]([C:35]([CH3:37])=[CH2:36])[CH2:33][CH2:34][C@:5]1(C(OCC1C=CC=CC=1)=O)[CH2:4][CH2:3]2.B([C:51]1[CH:56]=[CH:55][C:54]([CH2:57][CH2:58][C:59]([OH:61])=[O:60])=[CH:53][CH:52]=1)(O)O.[C:62](=[O:65])([O-:64])[O-].[Na+].[Na+]. Product: [CH2:1]([O:64][C:62]([C@:5]12[CH2:34][CH2:33][C@@H:32]([C:35]([CH3:37])=[CH2:36])[C@@H:6]1[C@@H:7]1[C@@:2]([CH3:1])([CH2:3][CH2:4]2)[C@@:19]2([CH3:20])[CH:10]([C@:11]3([CH3:31])[C@@H:16]([CH2:17][CH2:18]2)[C:15]([CH3:22])([CH3:21])[C:14]([C:51]2[CH:56]=[CH:55][C:54]([CH2:57][CH2:58][C:59]([OH:61])=[O:60])=[CH:53][CH:52]=2)=[CH:13][CH2:12]3)[CH2:9][CH2:8]1)=[O:65])[C:2]1[CH:7]=[CH:6][CH:5]=[CH:4][CH:3]=1. The catalyst class is: 108. (4) Reactant: [O:1]1[C:6]2[CH:7]=[CH:8][CH:9]=[CH:10][C:5]=2[NH:4][CH2:3][CH2:2]1.[Cl:11][C:12]1[CH:13]=[C:14]([S:20](Cl)(=[O:22])=[O:21])[CH:15]=[C:16]([Cl:19])[C:17]=1[OH:18]. Product: [Cl:19][C:16]1[CH:15]=[C:14]([S:20]([N:4]2[C:5]3[CH:10]=[CH:9][CH:8]=[CH:7][C:6]=3[O:1][CH2:2][CH2:3]2)(=[O:22])=[O:21])[CH:13]=[C:12]([Cl:11])[C:17]=1[OH:18]. The catalyst class is: 22. (5) Reactant: O[N:2]=[CH:3][C:4]1[C:29]([O:30][CH3:31])=[CH:28][C:7]2[C:8]3[N:13]([CH:14]([C:16]([CH3:21])([CH3:20])[CH2:17][O:18][CH3:19])[CH2:15][C:6]=2[CH:5]=1)[CH:12]=[C:11]([C:22]([O:24][CH2:25][CH3:26])=[O:23])[C:10](=[O:27])[CH:9]=3.C(OC(=O)C)(=O)C. Product: [C:3]([C:4]1[C:29]([O:30][CH3:31])=[CH:28][C:7]2[C:8]3[N:13]([CH:14]([C:16]([CH3:20])([CH3:21])[CH2:17][O:18][CH3:19])[CH2:15][C:6]=2[CH:5]=1)[CH:12]=[C:11]([C:22]([O:24][CH2:25][CH3:26])=[O:23])[C:10](=[O:27])[CH:9]=3)#[N:2]. The catalyst class is: 11. (6) Reactant: [CH2:1]([O:8][C:9](=[O:21])[CH2:10][N:11]1[C:15]2[CH:16]=[CH:17][CH:18]=[CH:19][C:14]=2[NH:13][C:12]1=[O:20])[C:2]1[CH:7]=[CH:6][CH:5]=[CH:4][CH:3]=1.[H-].[Na+].[CH3:24]I. Product: [CH2:1]([O:8][C:9](=[O:21])[CH2:10][N:11]1[C:15]2[CH:16]=[CH:17][CH:18]=[CH:19][C:14]=2[N:13]([CH3:24])[C:12]1=[O:20])[C:2]1[CH:7]=[CH:6][CH:5]=[CH:4][CH:3]=1. The catalyst class is: 39. (7) Reactant: Cl[C:2]1[CH:7]=[CH:6][N:5]=[C:4]([C:8]([NH:10][CH2:11][CH:12]2[CH2:14][CH2:13]2)=[O:9])[CH:3]=1.[CH:15]1[C:20]([N+:21]([O-:23])=[O:22])=[CH:19][CH:18]=[C:17]([OH:24])[CH:16]=1.CCN(C(C)C)C(C)C.CN1CCCC1=O. Product: [CH:12]1([CH2:11][NH:10][C:8]([C:4]2[CH:3]=[C:2]([O:24][C:17]3[CH:16]=[CH:15][C:20]([N+:21]([O-:23])=[O:22])=[CH:19][CH:18]=3)[CH:7]=[CH:6][N:5]=2)=[O:9])[CH2:14][CH2:13]1. The catalyst class is: 6. (8) Reactant: [F-].C([N+](CCCC)(CCCC)CCCC)CCC.C1COCC1.[Si]([O:31][CH2:32][C:33]1[C:34]([C:42]2[CH:47]=[CH:46][CH:45]=[CH:44][CH:43]=2)=[C:35]([C:38]([O:40][CH3:41])=[O:39])[O:36][CH:37]=1)(C(C)(C)C)(C)C.C(Cl)(Cl)Cl. Product: [OH:31][CH2:32][C:33]1[C:34]([C:42]2[CH:47]=[CH:46][CH:45]=[CH:44][CH:43]=2)=[C:35]([C:38]([O:40][CH3:41])=[O:39])[O:36][CH:37]=1. The catalyst class is: 6. (9) Reactant: [F:1][C:2]1[CH:7]=[CH:6][C:5]([CH2:8][C:9]2[C:10](=[O:25])[NH:11][N:12]=[CH:13][C:14]=2[C:15]2[CH:20]=[CH:19][C:18]([S:21]([CH3:24])(=[O:23])=[O:22])=[CH:17][CH:16]=2)=[CH:4][CH:3]=1.Br[C:27]1[CH:32]=[CH:31][C:30]([F:33])=[C:29]([Cl:34])[CH:28]=1.N. Product: [Cl:34][C:29]1[CH:28]=[C:27]([N:11]2[C:10](=[O:25])[C:9]([CH2:8][C:5]3[CH:6]=[CH:7][C:2]([F:1])=[CH:3][CH:4]=3)=[C:14]([C:15]3[CH:20]=[CH:19][C:18]([S:21]([CH3:24])(=[O:23])=[O:22])=[CH:17][CH:16]=3)[CH:13]=[N:12]2)[CH:32]=[CH:31][C:30]=1[F:33]. The catalyst class is: 6. (10) Reactant: [CH2:1]([O:3][C:4]1[C:9]([NH2:10])=[CH:8][CH:7]=[CH:6][N:5]=1)[CH3:2].[C:11](Cl)(Cl)=[O:12]. Product: [CH2:1]([O:3][C:4]1[C:9]([N:10]=[C:11]=[O:12])=[CH:8][CH:7]=[CH:6][N:5]=1)[CH3:2]. The catalyst class is: 25.